Task: Predict the product of the given reaction.. Dataset: Forward reaction prediction with 1.9M reactions from USPTO patents (1976-2016) (1) Given the reactants [CH2:1]([C:3]1[C:22]2[C:6](=[CH:7][C:8]3[CH2:14][CH2:13][N:12](C(=O)C(F)(F)F)[CH2:11][CH2:10][C:9]=3[CH:21]=2)[O:5][N:4]=1)[CH3:2].C([O-])([O-])=O.[Na+].[Na+], predict the reaction product. The product is: [CH2:1]([C:3]1[C:22]2[C:6](=[CH:7][C:8]3[CH2:14][CH2:13][NH:12][CH2:11][CH2:10][C:9]=3[CH:21]=2)[O:5][N:4]=1)[CH3:2]. (2) Given the reactants [F:1][C:2]([F:30])([F:29])[C:3]1[CH:4]=[C:5]([CH:26]=[CH:27][CH:28]=1)[CH2:6][NH:7][C:8](=[O:25])[C:9]1[CH:14]=[CH:13][N:12]=[C:11]([C:15]2[CH:20]=[C:19](F)[CH:18]=[CH:17][C:16]=2[N+:22]([O-:24])=[O:23])[CH:10]=1.[CH2:31]([S-:33])[CH3:32].[Na+], predict the reaction product. The product is: [F:30][C:2]([F:1])([F:29])[C:3]1[CH:4]=[C:5]([CH:26]=[CH:27][CH:28]=1)[CH2:6][NH:7][C:8](=[O:25])[C:9]1[CH:14]=[CH:13][N:12]=[C:11]([C:15]2[CH:20]=[C:19]([S:33][CH2:31][CH3:32])[CH:18]=[CH:17][C:16]=2[N+:22]([O-:24])=[O:23])[CH:10]=1. (3) The product is: [OH:28][CH:27]([CH2:26][O:19][C:20]1[CH:25]=[CH:24][CH:23]=[CH:22][CH:21]=1)[CH2:29][N:7]1[C:8]2[C:13](=[CH:12][CH:11]=[CH:10][CH:9]=2)[C:5]2[CH:4]=[C:3]([C:14]([O:16][CH2:17][CH3:18])=[O:15])[N:2]=[CH:1][C:6]1=2. Given the reactants [CH:1]1[C:6]2[NH:7][C:8]3[C:13]([C:5]=2[CH:4]=[C:3]([C:14]([O:16][CH2:17][CH3:18])=[O:15])[N:2]=1)=[CH:12][CH:11]=[CH:10][CH:9]=3.[O:19]([CH2:26][CH:27]1[CH2:29][O:28]1)[C:20]1[CH:25]=[CH:24][CH:23]=[CH:22][CH:21]=1, predict the reaction product. (4) Given the reactants [F:1][C:2]1[CH:7]=[CH:6][C:5]([I:8])=[CH:4][C:3]=1[NH:9][N:10]=[C:11]([C:16](=[O:20])[CH2:17][O:18][CH3:19])[C:12]([O:14][CH3:15])=[O:13].[CH3:21]OC(OC)N(C)C, predict the reaction product. The product is: [F:1][C:2]1[CH:7]=[CH:6][C:5]([I:8])=[CH:4][C:3]=1[N:9]1[CH:21]=[C:17]([O:18][CH3:19])[C:16](=[O:20])[C:11]([C:12]([O:14][CH3:15])=[O:13])=[N:10]1. (5) Given the reactants [Cl-].[Al+3].[Cl-].[Cl-].[Cl:5][CH2:6][CH2:7][CH2:8][C:9](Cl)=[O:10].[CH3:12][O:13][N:14]([CH3:24])[C:15](=[O:23])[CH2:16][C:17]1[CH:22]=[CH:21][CH:20]=[CH:19][CH:18]=1, predict the reaction product. The product is: [Cl:5][CH2:6][CH2:7][CH2:8][C:9]([C:20]1[CH:19]=[CH:18][C:17]([CH2:16][C:15]([N:14]([O:13][CH3:12])[CH3:24])=[O:23])=[CH:22][CH:21]=1)=[O:10]. (6) Given the reactants [C:1]([C:3]1[CH:8]=[CH:7][C:6]([CH:9]([CH3:13])[C:10]([OH:12])=O)=[CH:5][C:4]=1[F:14])#[N:2].C1C=CC2N(O)N=NC=2C=1.C(Cl)CCl.[Cl:29][C:30]1[CH:31]=[C:32]([N:36]2[C:40]([CH2:41][NH2:42])=[CH:39][C:38]([C:43]([F:46])([F:45])[F:44])=[N:37]2)[CH:33]=[CH:34][CH:35]=1, predict the reaction product. The product is: [Cl:29][C:30]1[CH:31]=[C:32]([N:36]2[C:40]([CH2:41][NH:42][C:10](=[O:12])[CH:9]([C:6]3[CH:7]=[CH:8][C:3]([C:1]#[N:2])=[C:4]([F:14])[CH:5]=3)[CH3:13])=[CH:39][C:38]([C:43]([F:44])([F:45])[F:46])=[N:37]2)[CH:33]=[CH:34][CH:35]=1. (7) Given the reactants [O:1]=[S:2]1(=[O:40])[CH2:7][CH2:6][N:5]([CH2:8][C:9]2[CH:14]=[CH:13][C:12]([NH:15][C:16](=[O:39])[C:17]3[CH:22]=[CH:21][C:20]([C:23]4[CH:28]=[CH:27][C:26]([C:29]5[NH:33][C:32]([C@@H:34]6[CH2:38][CH2:37][CH2:36][NH:35]6)=[N:31][CH:30]=5)=[CH:25][CH:24]=4)=[CH:19][CH:18]=3)=[CH:11][CH:10]=2)[CH2:4][CH2:3]1.CN(C(ON1N=NC2C=CC=NC1=2)=[N+](C)C)C.F[P-](F)(F)(F)(F)F.CCN(C(C)C)C(C)C.[C:74]([O:78][C:79]([NH:81][C@@H:82]([C:86]1[CH:91]=[CH:90][CH:89]=[CH:88][CH:87]=1)[C:83](O)=[O:84])=[O:80])([CH3:77])([CH3:76])[CH3:75], predict the reaction product. The product is: [O:40]=[S:2]1(=[O:1])[CH2:7][CH2:6][N:5]([CH2:8][C:9]2[CH:10]=[CH:11][C:12]([NH:15][C:16]([C:17]3[CH:18]=[CH:19][C:20]([C:23]4[CH:24]=[CH:25][C:26]([C:29]5[NH:33][C:32]([C@@H:34]6[CH2:38][CH2:37][CH2:36][N:35]6[C:83](=[O:84])[C@@H:82]([NH:81][C:79](=[O:80])[O:78][C:74]([CH3:75])([CH3:77])[CH3:76])[C:86]6[CH:91]=[CH:90][CH:89]=[CH:88][CH:87]=6)=[N:31][CH:30]=5)=[CH:27][CH:28]=4)=[CH:21][CH:22]=3)=[O:39])=[CH:13][CH:14]=2)[CH2:4][CH2:3]1. (8) Given the reactants C(O[C:4]([C:6]1[C:7]([OH:27])=[C:8]2[C:16]([Br:17])=[C:15]([Br:18])[N:14]([CH2:19][C:20]3[CH:25]=[CH:24][C:23]([F:26])=[CH:22][CH:21]=3)[C:9]2=[C:10]([C:12]#[N:13])[N:11]=1)=[O:5])C.[NH2:28][CH2:29][C:30]([OH:32])=[O:31].C[O-].[Na+].CO, predict the reaction product. The product is: [Br:18][C:15]1[N:14]([CH2:19][C:20]2[CH:25]=[CH:24][C:23]([F:26])=[CH:22][CH:21]=2)[C:9]2=[C:10]([C:12]#[N:13])[N:11]=[C:6]([C:4]([NH:28][CH2:29][C:30]([OH:32])=[O:31])=[O:5])[C:7]([OH:27])=[C:8]2[C:16]=1[Br:17]. (9) Given the reactants [CH:1]1([C:4]2[N:9]=[CH:8][C:7]([NH:10][C:11]3[CH:23]=[CH:22][C:21]([CH3:24])=[CH:20][C:12]=3[C:13]([O:15]C(C)(C)C)=[O:14])=[CH:6][C:5]=2[CH3:25])[CH2:3][CH2:2]1, predict the reaction product. The product is: [CH:1]1([C:4]2[N:9]=[CH:8][C:7]([NH:10][C:11]3[CH:23]=[CH:22][C:21]([CH3:24])=[CH:20][C:12]=3[C:13]([OH:15])=[O:14])=[CH:6][C:5]=2[CH3:25])[CH2:2][CH2:3]1. (10) Given the reactants [F:1][C:2]1[CH:7]=[CH:6][C:5]([N:8]2[C:13](=[O:14])[C:12]([C:15]([OH:17])=O)=[CH:11][CH:10]=[N:9]2)=[CH:4][CH:3]=1.CCN(C(C)C)C(C)C.CCN=C=NCCCN(C)C.C1C=CC2N(O)N=NC=2C=1.O.[CH3:49][O:50][C:51]1[CH:83]=[CH:82][C:54]([CH2:55][N:56]2[C:60]3=[N:61][CH:62]=[CH:63][C:64]([O:65][C:66]4[CH:71]=[CH:70][C:69]([NH2:72])=[CH:68][C:67]=4[F:73])=[C:59]3[C:58]([N:74]3[CH2:78][CH2:77][C@H:76]([N:79]([CH3:81])[CH3:80])[CH2:75]3)=[N:57]2)=[CH:53][CH:52]=1, predict the reaction product. The product is: [CH3:80][N:79]([CH3:81])[C@H:76]1[CH2:77][CH2:78][N:74]([C:58]2[C:59]3[C:60](=[N:61][CH:62]=[CH:63][C:64]=3[O:65][C:66]3[CH:71]=[CH:70][C:69]([NH:72][C:15]([C:12]4[C:13](=[O:14])[N:8]([C:5]5[CH:4]=[CH:3][C:2]([F:1])=[CH:7][CH:6]=5)[N:9]=[CH:10][CH:11]=4)=[O:17])=[CH:68][C:67]=3[F:73])[N:56]([CH2:55][C:54]3[CH:82]=[CH:83][C:51]([O:50][CH3:49])=[CH:52][CH:53]=3)[N:57]=2)[CH2:75]1.